Dataset: KCNQ2 potassium channel screen with 302,405 compounds. Task: Binary Classification. Given a drug SMILES string, predict its activity (active/inactive) in a high-throughput screening assay against a specified biological target. The molecule is S(CCC1NC(=O)N(C1=O)CC(=O)Nc1ccc(OCC)cc1)C. The result is 0 (inactive).